Dataset: Forward reaction prediction with 1.9M reactions from USPTO patents (1976-2016). Task: Predict the product of the given reaction. (1) Given the reactants [Br-].[C:2]([CH2:5][CH2:6][P+](C1C=CC=CC=1)(C1C=CC=CC=1)C1C=CC=CC=1)([OH:4])=[O:3].C[Si]([N-][Si](C)(C)C)(C)C.[Na+].[O:36]1[C:40]2[C:41]([CH:45]=O)=[CH:42][CH:43]=[CH:44][C:39]=2[CH2:38][CH2:37]1, predict the reaction product. The product is: [O:36]1[C:40]2[C:41]([CH:45]=[CH:6][CH2:5][C:2]([OH:4])=[O:3])=[CH:42][CH:43]=[CH:44][C:39]=2[CH2:38][CH2:37]1. (2) Given the reactants Cl.[NH2:2][CH2:3][C:4]([C:6]1[C:11]([Cl:12])=[CH:10][C:9]([Cl:13])=[CH:8][N:7]=1)=[O:5].[F:14][C:15]([F:26])([F:25])[C:16]1[CH:24]=[CH:23][CH:22]=[CH:21][C:17]=1[C:18](Cl)=[O:19].C(=O)([O-])[O-].[K+].[K+], predict the reaction product. The product is: [Cl:12][C:11]1[C:6]([C:4](=[O:5])[CH2:3][NH:2][C:18](=[O:19])[C:17]2[CH:21]=[CH:22][CH:23]=[CH:24][C:16]=2[C:15]([F:14])([F:25])[F:26])=[N:7][CH:8]=[C:9]([Cl:13])[CH:10]=1.